From a dataset of Catalyst prediction with 721,799 reactions and 888 catalyst types from USPTO. Predict which catalyst facilitates the given reaction. (1) Reactant: [N+:1]([O:4][CH2:5][CH2:6][CH2:7][C:8]([O:10][C:11]1[CH:20]=[CH:19][C:18]2[C:13](=[CH:14][CH:15]=[C:16]([CH:21]([CH3:29])[C:22]([O:24]C(C)(C)C)=[O:23])[CH:17]=2)[CH:12]=1)=[O:9])([O-:3])=[O:2].OC(C(F)(F)F)=O.FC(F)(F)C(O)=O. Product: [N+:1]([O:4][CH2:5][CH2:6][CH2:7][C:8]([O:10][C:11]1[CH:12]=[C:13]2[C:18](=[CH:19][CH:20]=1)[CH:17]=[C:16]([CH:21]([CH3:29])[C:22]([OH:24])=[O:23])[CH:15]=[CH:14]2)=[O:9])([O-:3])=[O:2]. The catalyst class is: 2. (2) Reactant: [CH3:1][C:2]1[CH:11]=[C:10]([CH2:12][C:13]2[CH:30]=[CH:29][C:16]([C:17]([NH:19][C@@H:20]3[CH2:24][NH:23][CH2:22][C@@H:21]3[C:25]([O:27][CH3:28])=[O:26])=[O:18])=[CH:15][CH:14]=2)[C:9]2[C:4](=[CH:5][CH:6]=[CH:7][CH:8]=2)[N:3]=1.C(N(CC)CC)C.[CH2:38](Br)[C:39]#[CH:40]. Product: [CH3:1][C:2]1[CH:11]=[C:10]([CH2:12][C:13]2[CH:14]=[CH:15][C:16]([C:17]([NH:19][C@@H:20]3[CH2:24][N:23]([CH2:40][C:39]#[CH:38])[CH2:22][C@@H:21]3[C:25]([O:27][CH3:28])=[O:26])=[O:18])=[CH:29][CH:30]=2)[C:9]2[C:4](=[CH:5][CH:6]=[CH:7][CH:8]=2)[N:3]=1. The catalyst class is: 789. (3) Reactant: [Cl:1][C:2]1[N:3]=[C:4]([N:11]2[CH2:16][CH2:15][O:14][CH2:13][CH2:12]2)[C:5]2[O:10][CH:9]=[CH:8][C:6]=2[N:7]=1.C([Li])CCC.CN([CH:25]=[O:26])C. Product: [Cl:1][C:2]1[N:3]=[C:4]([N:11]2[CH2:16][CH2:15][O:14][CH2:13][CH2:12]2)[C:5]2[O:10][C:9]([CH:25]=[O:26])=[CH:8][C:6]=2[N:7]=1. The catalyst class is: 1. (4) The catalyst class is: 8. Product: [ClH:44].[NH2:10][C@@H:4]1[CH2:3][C@H:2]([OH:1])[C:7]([CH3:9])([CH3:8])[CH2:6][CH2:5]1. Reactant: [OH:1][C@H:2]1[C:7]([CH3:9])([CH3:8])[CH2:6][CH2:5][C@@H:4]([N:10]2C(=O)C3C(=CC=CC=3)C2=O)[CH2:3]1.O[C@@H]1C(C)(C)CC[C@H](N2C(=O)C3C(=CC=CC=3)C2=O)C1.O.NN.[ClH:44].Cl.N[C@H]1C[C@@H](O)C(C)(C)CC1. (5) Reactant: [Br:1][C:2]1[CH:3]=[CH:4][C:5]2[O:9][C:8](C(O)=O)=[C:7]([C:13]([OH:15])=[O:14])[C:6]=2[CH:16]=1.[OH-].[Na+]. Product: [Br:1][C:2]1[CH:3]=[CH:4][C:5]2[O:9][CH:8]=[C:7]([C:13]([OH:15])=[O:14])[C:6]=2[CH:16]=1. The catalyst class is: 28. (6) Reactant: [CH2:1]([O:8][C:9](=[O:24])[CH2:10][CH2:11][C@@H:12]([NH:16][C:17]([O:19]C(C)(C)C)=O)[C:13]([OH:15])=O)[C:2]1[CH:7]=[CH:6][CH:5]=[CH:4][CH:3]=1.[CH2:25]([NH:32][CH2:33]C(OCC)=O)[C:26]1[CH:31]=[CH:30][CH:29]=[CH:28][CH:27]=1.CCN=C=NCCCN(C)C.Cl.C1C=CC2N(O)N=NC=2C=1.C(=O)(O)[O-].[Na+]. Product: [CH2:25]([N:32]1[CH2:33][C:17](=[O:19])[NH:16][C@H:12]([CH2:11][CH2:10][C:9]([O:8][CH2:1][C:2]2[CH:3]=[CH:4][CH:5]=[CH:6][CH:7]=2)=[O:24])[C:13]1=[O:15])[C:26]1[CH:31]=[CH:30][CH:29]=[CH:28][CH:27]=1. The catalyst class is: 3. (7) Reactant: [CH3:1][N:2]([CH2:12][C:13]1[CH:14]=[C:15]([CH:51]=[CH:52][CH:53]=1)[C:16]([NH:18][C:19]1[CH:24]=[CH:23][C:22]([N:25]2[CH2:30][CH2:29][CH2:28][CH2:27][CH2:26]2)=[CH:21][C:20]=1[C:31]1[CH:32]=[C:33]([CH:48]=[CH:49][N:50]=1)[C:34]([NH:36][CH2:37][C:38]1[CH:43]=[CH:42][CH:41]=[C:40](C(F)(F)F)[CH:39]=1)=[O:35])=[O:17])[CH2:3][CH2:4][N:5]1[CH2:10][CH2:9][N:8](C)[CH2:7][CH2:6]1.C(OC(=O)C)(=O)C.N1C=CC=CC=1. Product: [CH2:37]([NH:36][C:34](=[O:35])[C:33]1[CH:48]=[CH:49][N:50]=[C:31]([C:20]2[CH:21]=[C:22]([N:25]3[CH2:30][CH2:29][CH2:28][CH2:27][CH2:26]3)[CH:23]=[CH:24][C:19]=2[NH:18][C:16](=[O:17])[C:15]2[CH:51]=[CH:52][CH:53]=[C:13]([CH2:12][N:2]([CH3:1])[CH2:3][CH2:4][N:5]3[CH2:10][CH2:9][NH:8][CH2:7][CH2:6]3)[CH:14]=2)[CH:32]=1)[C:38]1[CH:39]=[CH:40][CH:41]=[CH:42][CH:43]=1. The catalyst class is: 7. (8) Reactant: [F:1][C:2]([F:26])([O:6][C:7]1[CH:12]=[CH:11][C:10]([N:13]2[CH2:18][CH2:17][N:16](C(OC(C)(C)C)=O)[CH2:15][CH2:14]2)=[CH:9][CH:8]=1)[CH:3]([F:5])[F:4].C(O)(C(F)(F)F)=O. Product: [F:26][C:2]([F:1])([O:6][C:7]1[CH:12]=[CH:11][C:10]([N:13]2[CH2:18][CH2:17][NH:16][CH2:15][CH2:14]2)=[CH:9][CH:8]=1)[CH:3]([F:4])[F:5]. The catalyst class is: 2.